This data is from Full USPTO retrosynthesis dataset with 1.9M reactions from patents (1976-2016). The task is: Predict the reactants needed to synthesize the given product. (1) Given the product [CH2:1]([O:3][C:4]([C:6]1[C:10]([CH3:11])=[N:9][N:8]([CH:12]([CH3:14])[CH3:13])[N:7]=1)=[O:5])[CH3:2].[CH2:1]([O:3][C:4]([C:6]1[N:7]([CH:12]([CH3:14])[CH3:13])[N:8]=[N:9][C:10]=1[CH3:11])=[O:5])[CH3:2].[CH2:1]([O:3][C:4]([C:6]1[NH:7][NH:8][N:9]([CH:12]([CH3:14])[CH3:13])[C:10]=1[CH3:11])=[O:5])[CH3:2], predict the reactants needed to synthesize it. The reactants are: [CH2:1]([O:3][C:4]([C:6]1[C:10]([CH3:11])=[N:9][NH:8][N:7]=1)=[O:5])[CH3:2].[CH:12](I)([CH3:14])[CH3:13]. (2) Given the product [CH:35]1([N:6]([CH:3]2[CH2:4][CH2:5]2)[C:7]([C:9]2[N:32]([CH2:33][CH3:34])[C:12]3=[N:13][C:14]([NH:21][C:22]4[S:23][C:24]([CH3:31])=[C:25]([C:27]([OH:29])=[O:28])[N:26]=4)=[C:15]4[N:19]=[CH:18][N:17]([CH3:20])[C:16]4=[C:11]3[CH:10]=2)=[O:8])[CH2:36][CH2:37]1, predict the reactants needed to synthesize it. The reactants are: [OH-].[Na+].[CH:3]1([N:6]([CH:35]2[CH2:37][CH2:36]2)[C:7]([C:9]2[N:32]([CH2:33][CH3:34])[C:12]3=[N:13][C:14]([NH:21][C:22]4[S:23][C:24]([CH3:31])=[C:25]([C:27]([O:29]C)=[O:28])[N:26]=4)=[C:15]4[N:19]=[CH:18][N:17]([CH3:20])[C:16]4=[C:11]3[CH:10]=2)=[O:8])[CH2:5][CH2:4]1.Cl.